Dataset: PAMPA (Parallel Artificial Membrane Permeability Assay) permeability data from NCATS. Task: Regression/Classification. Given a drug SMILES string, predict its absorption, distribution, metabolism, or excretion properties. Task type varies by dataset: regression for continuous measurements (e.g., permeability, clearance, half-life) or binary classification for categorical outcomes (e.g., BBB penetration, CYP inhibition). Dataset: pampa_ncats. The molecule is COC1=CC=C(C=C1)N2C(=O)NC(=N2)C3CCN(CC3)C(=O)C4=CC=CC=C4. The result is 1 (high permeability).